From a dataset of Full USPTO retrosynthesis dataset with 1.9M reactions from patents (1976-2016). Predict the reactants needed to synthesize the given product. (1) The reactants are: [SH:1][C:2]1[CH:7]=[CH:6][C:5]([OH:8])=[CH:4][CH:3]=1.C(=O)([O-])[O-].[K+].[K+].I[CH2:16][CH3:17]. Given the product [CH2:16]([S:1][C:2]1[CH:7]=[CH:6][C:5]([OH:8])=[CH:4][CH:3]=1)[CH3:17], predict the reactants needed to synthesize it. (2) Given the product [O:18]1[CH2:19][CH:13]([N:12]2[C:8]([C:5]3[CH:6]=[CH:7][C:2]([C:34]4[C:33]([CH3:40])=[CH:32][N:31]=[C:30]([O:29][CH3:28])[C:35]=4[CH3:36])=[CH:3][C:4]=3[N+:25]([O-:27])=[O:26])=[C:9]([C:20]([O:22][CH2:23][CH3:24])=[O:21])[CH:10]=[N:11]2)[CH2:14][O:15][CH2:16][CH2:17]1, predict the reactants needed to synthesize it. The reactants are: Br[C:2]1[CH:7]=[CH:6][C:5]([C:8]2[N:12]([CH:13]3[CH2:19][O:18][CH2:17][CH2:16][O:15][CH2:14]3)[N:11]=[CH:10][C:9]=2[C:20]([O:22][CH2:23][CH3:24])=[O:21])=[C:4]([N+:25]([O-:27])=[O:26])[CH:3]=1.[CH3:28][O:29][C:30]1[C:35]([CH3:36])=[C:34](B(O)O)[C:33]([CH3:40])=[CH:32][N:31]=1.C(OCC)(=O)C.O. (3) Given the product [C:14]([O:13][C:11]([C:10]1[CH:9]=[C:8]([C:3]2[C:2]([CH3:1])=[CH:7][CH:6]=[CH:5][N+:4]=2[O-:21])[CH:20]=[CH:19][CH:18]=1)=[O:12])([CH3:17])([CH3:15])[CH3:16], predict the reactants needed to synthesize it. The reactants are: [CH3:1][C:2]1[C:3]([C:8]2[CH:9]=[C:10]([CH:18]=[CH:19][CH:20]=2)[C:11]([O:13][C:14]([CH3:17])([CH3:16])[CH3:15])=[O:12])=[N:4][CH:5]=[CH:6][CH:7]=1.[OH:21]O. (4) The reactants are: [N+:1]([C:4]1[S:8][CH:7]=[C:6]([C:9]([OH:11])=O)[CH:5]=1)([O-:3])=[O:2].[NH2:12][C@@H:13]1[CH2:18][CH2:17][C@H:16]([NH:19][C:20]2[N:25]=[C:24]([N:26]([CH3:28])[CH3:27])[CH:23]=[CH:22][N:21]=2)[CH2:15][CH2:14]1.C1C=CC2N(O)N=NC=2C=1.O.CCN=C=NCCCN(C)C.[ClH:51]. Given the product [ClH:51].[CH3:27][N:26]([CH3:28])[C:24]1[CH:23]=[CH:22][N:21]=[C:20]([NH:19][C@@H:16]2[CH2:17][CH2:18][C@H:13]([NH:12][C:9]([C:6]3[CH:5]=[C:4]([N+:1]([O-:3])=[O:2])[S:8][CH:7]=3)=[O:11])[CH2:14][CH2:15]2)[N:25]=1, predict the reactants needed to synthesize it. (5) Given the product [CH3:26][C:16]1[CH:21]=[CH:20][C:19]([S:22]([O:12][CH2:11][C:8]2([CH3:10])[CH2:7][C:6]3[CH:13]=[C:2]([Cl:1])[CH:3]=[C:4]([O:14][CH3:15])[C:5]=3[O:9]2)(=[O:24])=[O:23])=[CH:18][CH:17]=1, predict the reactants needed to synthesize it. The reactants are: [Cl:1][C:2]1[CH:3]=[C:4]([O:14][CH3:15])[C:5]2[O:9][C:8]([CH2:11][OH:12])([CH3:10])[CH2:7][C:6]=2[CH:13]=1.[C:16]1([CH3:26])[CH:21]=[CH:20][C:19]([S:22](Cl)(=[O:24])=[O:23])=[CH:18][CH:17]=1.C(N(C(C)C)CC)(C)C.CC1C=CC(S(OCC2CC3C=CC=C(OC)C=3O2)(=O)=O)=CC=1. (6) Given the product [F:20][C:19]1[CH:18]=[CH:17][C:4]([CH2:5][C:6]2[C:15]3[C:10](=[CH:11][CH:12]=[CH:13][CH:14]=3)[C:9](=[O:16])[NH:8][N:7]=2)=[CH:3][C:2]=1[NH:1][C:21]([CH2:22][CH2:23][CH2:24][C:25]([OH:27])=[O:26])=[O:28], predict the reactants needed to synthesize it. The reactants are: [NH2:1][C:2]1[CH:3]=[C:4]([CH:17]=[CH:18][C:19]=1[F:20])[CH2:5][C:6]1[C:15]2[C:10](=[CH:11][CH:12]=[CH:13][CH:14]=2)[C:9](=[O:16])[NH:8][N:7]=1.[C:21]1(=[O:28])[O:27][C:25](=[O:26])[CH2:24][CH2:23][CH2:22]1. (7) Given the product [CH2:44]([C:46]1[CH:61]=[C:60]([C:62]2[N:65]=[C:37]([C:36]3[CH:40]=[C:41]([CH3:43])[CH:42]=[C:34]([CH:32]=[O:33])[CH:35]=3)[O:39][N:63]=2)[CH:59]=[C:58]([CH3:66])[C:47]=1[O:48][CH2:49][C@@H:50]([OH:57])[CH2:51][NH:52][C:53](=[O:56])[CH2:54][OH:55])[CH3:45], predict the reactants needed to synthesize it. The reactants are: C(C1C=C(C2ON=C(C3C=C(C)C(OCC(O)CNC(=O)CO)=C(C)C=3)N=2)C=CC=1)=O.[CH:32]([C:34]1[CH:35]=[C:36]([CH:40]=[C:41]([CH3:43])[CH:42]=1)[C:37]([OH:39])=O)=[O:33].[CH2:44]([C:46]1[CH:61]=[C:60]([C:62](=[NH:65])[NH:63]O)[CH:59]=[C:58]([CH3:66])[C:47]=1[O:48][CH2:49][C@@H:50]([OH:57])[CH2:51][NH:52][C:53](=[O:56])[CH2:54][OH:55])[CH3:45]. (8) Given the product [N:5]([CH:15]([CH2:8][C:9]1[CH:14]=[CH:13][CH:12]=[CH:11][CH:10]=1)[CH:16]([OH:17])[CH2:18][OH:19])=[N+:6]=[N-:7], predict the reactants needed to synthesize it. The reactants are: [Si]([N:5]=[N+:6]=[N-:7])(C)(C)C.[CH2:8]([CH:15]1[O:17][CH:16]1[CH2:18][OH:19])[C:9]1[CH:14]=[CH:13][CH:12]=[CH:11][CH:10]=1.